This data is from Full USPTO retrosynthesis dataset with 1.9M reactions from patents (1976-2016). The task is: Predict the reactants needed to synthesize the given product. (1) The reactants are: Br[C:2]1[CH:3]=[C:4]([C:8]2[N:9]=[C:10]([NH2:13])[NH:11][CH:12]=2)[CH:5]=[CH:6][CH:7]=1.[N:14]1[CH:19]=[CH:18][CH:17]=[C:16](B(O)O)[CH:15]=1. Given the product [N:14]1[CH:19]=[CH:18][CH:17]=[C:16]([C:2]2[CH:3]=[C:4]([C:8]3[N:9]=[C:10]([NH2:13])[NH:11][CH:12]=3)[CH:5]=[CH:6][CH:7]=2)[CH:15]=1, predict the reactants needed to synthesize it. (2) The reactants are: Br[C:2]1[CH:22]=[CH:21][C:5]([CH2:6][S:7]([NH:10][C:11]2[CH:19]=[CH:18][C:14]([C:15]([OH:17])=[O:16])=[C:13]([OH:20])[CH:12]=2)(=[O:9])=[O:8])=[CH:4][CH:3]=1.[F:23][C:24]1[CH:29]=[CH:28][C:27]([F:30])=[CH:26][C:25]=1B(O)O.CCN(C(C)C)C(C)C.C(Cl)Cl. Given the product [F:23][C:24]1[CH:29]=[CH:28][C:27]([F:30])=[CH:26][C:25]=1[C:2]1[CH:22]=[CH:21][C:5]([CH2:6][S:7]([NH:10][C:11]2[CH:19]=[CH:18][C:14]([C:15]([OH:17])=[O:16])=[C:13]([OH:20])[CH:12]=2)(=[O:9])=[O:8])=[CH:4][CH:3]=1, predict the reactants needed to synthesize it. (3) The reactants are: [F-].C([N+](CCCC)(CCCC)CCCC)CCC.[CH2:19]([O:26][C:27]1[CH:32]=[CH:31][N:30]=[CH:29][C:28]=1[N:33](S(C)(=O)=O)[S:34]([CH3:37])(=[O:36])=[O:35])[C:20]1[CH:25]=[CH:24][CH:23]=[CH:22][CH:21]=1. Given the product [CH2:19]([O:26][C:27]1[CH:32]=[CH:31][N:30]=[CH:29][C:28]=1[NH:33][S:34]([CH3:37])(=[O:36])=[O:35])[C:20]1[CH:25]=[CH:24][CH:23]=[CH:22][CH:21]=1, predict the reactants needed to synthesize it. (4) Given the product [CH3:38][N:1]1[CH2:6][CH2:5][CH2:4][CH2:3][CH:2]1[C:7]1[CH:12]=[CH:11][C:10]([NH:13][C:14]2[N:19]=[C:18]([CH2:20][CH2:21][C:22]3[CH:27]=[CH:26][CH:25]=[CH:24][C:23]=3[CH2:28][C:29]([NH2:31])=[O:30])[C:17]([C:32]([F:35])([F:33])[F:34])=[CH:16][N:15]=2)=[CH:9][CH:8]=1, predict the reactants needed to synthesize it. The reactants are: [NH:1]1[CH2:6][CH2:5][CH2:4][CH2:3][CH:2]1[C:7]1[CH:12]=[CH:11][C:10]([NH:13][C:14]2[N:19]=[C:18]([CH2:20][CH2:21][C:22]3[CH:27]=[CH:26][CH:25]=[CH:24][C:23]=3[CH2:28][C:29]([NH2:31])=[O:30])[C:17]([C:32]([F:35])([F:34])[F:33])=[CH:16][N:15]=2)=[CH:9][CH:8]=1.C=O.[C:38](O[BH-](OC(=O)C)OC(=O)C)(=O)C.[Na+].